Predict which catalyst facilitates the given reaction. From a dataset of Catalyst prediction with 721,799 reactions and 888 catalyst types from USPTO. (1) Reactant: [NH:1]1[C:9]2[C:4](=[CH:5][CH:6]=[CH:7][CH:8]=2)[C:3](/[CH:10]=[C:11]2\[O:12][C:13]3[CH:20]=[C:19]([OH:21])[CH:18]=[CH:17][C:14]=3[C:15]\2=[O:16])=[CH:2]1.[NH:22]1[CH2:32][CH2:31][CH2:30][CH:24]([C:25]([O:27][CH2:28][CH3:29])=[O:26])[CH2:23]1.[CH2:33]=O. Product: [NH:1]1[C:9]2[C:4](=[CH:5][CH:6]=[CH:7][CH:8]=2)[C:3](/[CH:10]=[C:11]2\[O:12][C:13]3[C:20]([CH2:33][N:22]4[CH2:32][CH2:31][CH2:30][CH:24]([C:25]([O:27][CH2:28][CH3:29])=[O:26])[CH2:23]4)=[C:19]([OH:21])[CH:18]=[CH:17][C:14]=3[C:15]\2=[O:16])=[CH:2]1. The catalyst class is: 8. (2) Reactant: Cl.Cl.[NH:3]1[CH2:8][CH2:7][CH:6]([CH2:9][N:10]2[CH2:20][C:19]3[N:21]4[C:12](=[CH:13][N:14]=[C:15]4[CH:16]=[CH:17][CH:18]=3)[C:11]2=[O:22])[CH2:5][CH2:4]1.C(N(CC)CC)C.[F:30][C:31]([F:42])([F:41])[C:32](O[C:32](=[O:33])[C:31]([F:42])([F:41])[F:30])=[O:33]. Product: [F:30][C:31]([F:42])([F:41])[C:32]([N:3]1[CH2:8][CH2:7][CH:6]([CH2:9][N:10]2[CH2:20][C:19]3[N:21]4[C:12](=[CH:13][N:14]=[C:15]4[CH:16]=[CH:17][CH:18]=3)[C:11]2=[O:22])[CH2:5][CH2:4]1)=[O:33]. The catalyst class is: 10. (3) Product: [CH3:3][N:2]([CH3:1])[CH2:4][CH2:5][N:6]1[C:20](=[O:21])[C:15]2[CH:16]=[C:17]([NH:19][C:31]([NH:30][C:22](=[O:29])[C:23]3[CH:24]=[CH:25][CH:26]=[CH:27][CH:28]=3)=[O:32])[CH:18]=[C:13]3[C:14]=2[C:9](=[CH:10][CH:11]=[CH:12]3)[C:7]1=[O:8]. Reactant: [CH3:1][N:2]([CH2:4][CH2:5][N:6]1[C:20](=[O:21])[C:15]2=[CH:16][C:17]([NH2:19])=[CH:18][C:13]3[C:14]2=[C:9]([CH:10]=[CH:11][CH:12]=3)[C:7]1=[O:8])[CH3:3].[C:22]([N:30]=[C:31]=[O:32])(=[O:29])[C:23]1[CH:28]=[CH:27][CH:26]=[CH:25][CH:24]=1. The catalyst class is: 10.